From a dataset of Reaction yield outcomes from USPTO patents with 853,638 reactions. Predict the reaction yield, written as a fraction of the theoretical maximum amount of product (1.0 means a 100% yield; for example, 0.34 means a 34% yield). (1) The reactants are [Br:1][C:2]1[CH:10]=[CH:9][C:5]([C:6]([OH:8])=O)=[C:4]([O:11][CH3:12])[CH:3]=1.CN1CCOCC1.CN(C(ON1N=NC2C=CC=NC1=2)=[N+](C)C)C.F[P-](F)(F)(F)(F)F.[CH3:44][N:45]1[CH2:50][CH2:49][NH:48][CH2:47][CH2:46]1. The catalyst is CN(C=O)C.CCOC(C)=O. The product is [Br:1][C:2]1[CH:10]=[CH:9][C:5]([C:6]([N:48]2[CH2:49][CH2:50][N:45]([CH3:44])[CH2:46][CH2:47]2)=[O:8])=[C:4]([O:11][CH3:12])[CH:3]=1. The yield is 0.810. (2) The reactants are [S:1]1[C:5]2[CH:6]=[C:7]([N:10]3[CH:14]([C:15]([F:18])([F:17])[F:16])[CH2:13][NH:12][C:11]3=[O:19])[CH:8]=[CH:9][C:4]=2[N:3]=[CH:2]1.Br[C:21]1[CH:22]=[N:23][CH:24]=[CH:25][CH:26]=1.CNC1CCCCC1NC.P([O-])([O-])([O-])=O.[K+].[K+].[K+]. The catalyst is [Cu](I)I.C(OCC)(=O)C.O1CCOCC1. The product is [S:1]1[C:5]2[CH:6]=[C:7]([N:10]3[CH:14]([C:15]([F:17])([F:18])[F:16])[CH2:13][N:12]([C:21]4[CH:22]=[N:23][CH:24]=[CH:25][CH:26]=4)[C:11]3=[O:19])[CH:8]=[CH:9][C:4]=2[N:3]=[CH:2]1. The yield is 0.452. (3) The reactants are [Cl:1][C:2]1[CH:3]=[C:4]2[C:9](=[CH:10][C:11]=1[O:12][C:13]1[CH:18]=[CH:17][C:16]([C:19](=[O:34])[NH:20][CH2:21][CH2:22][C:23]3[CH:28]=[CH:27][C:26]([S:29][C:30]([F:33])([F:32])[F:31])=[CH:25][CH:24]=3)=[CH:15][CH:14]=1)[O:8][CH2:7][CH2:6][CH:5]2[C:35]([O:37]CC)=[O:36].[OH-].[Na+].C1COCC1.Cl. The catalyst is C(OCC)(=O)C.C(O)C. The product is [Cl:1][C:2]1[CH:3]=[C:4]2[C:9](=[CH:10][C:11]=1[O:12][C:13]1[CH:18]=[CH:17][C:16]([C:19](=[O:34])[NH:20][CH2:21][CH2:22][C:23]3[CH:28]=[CH:27][C:26]([S:29][C:30]([F:31])([F:33])[F:32])=[CH:25][CH:24]=3)=[CH:15][CH:14]=1)[O:8][CH2:7][CH2:6][CH:5]2[C:35]([OH:37])=[O:36]. The yield is 0.842. (4) The reactants are [C:1]([O:5][C:6]([N:8]1[C:12]2[CH:13]=[CH:14][CH:15]=[CH:16][C:11]=2[N:10]=[C:9]1[CH2:17][CH2:18][CH2:19][OH:20])=[O:7])([CH3:4])([CH3:3])[CH3:2].CC(OI1(OC(C)=O)(OC(C)=O)OC(=O)C2C=CC=CC1=2)=O. The catalyst is C(Cl)Cl.C(OCC)(=O)C. The product is [C:1]([O:5][C:6]([N:8]1[C:12]2[CH:13]=[CH:14][CH:15]=[CH:16][C:11]=2[N:10]=[C:9]1[CH2:17][CH2:18][CH:19]=[O:20])=[O:7])([CH3:4])([CH3:3])[CH3:2]. The yield is 0.760.